This data is from Forward reaction prediction with 1.9M reactions from USPTO patents (1976-2016). The task is: Predict the product of the given reaction. (1) Given the reactants [NH:1]1[C:5]2=[N:6][CH:7]=[CH:8][CH:9]=[C:4]2[C:3]([C:10]2[C:18]3[C:13](=[CH:14][N:15]=[CH:16][CH:17]=3)[NH:12][CH:11]=2)=[CH:2]1.[H-].[Na+].[CH2:21](Br)[C:22]1[CH:27]=[CH:26][CH:25]=[CH:24][CH:23]=1.CO, predict the reaction product. The product is: [CH2:21]([N:1]1[C:5]2=[N:6][CH:7]=[CH:8][CH:9]=[C:4]2[C:3]([C:10]2[C:18]3[C:13](=[CH:14][N:15]=[CH:16][CH:17]=3)[NH:12][CH:11]=2)=[CH:2]1)[C:22]1[CH:27]=[CH:26][CH:25]=[CH:24][CH:23]=1. (2) The product is: [I:1][C:2]1[C:10]2[C:5](=[CH:6][CH:7]=[CH:8][C:9]=2[N+:11]([O-:13])=[O:12])[N:4]([CH2:22][C:23]2[S:24][CH:25]=[C:26]([CH3:28])[N:27]=2)[N:3]=1. Given the reactants [I:1][C:2]1[C:10]2[C:5](=[CH:6][CH:7]=[CH:8][C:9]=2[N+:11]([O-:13])=[O:12])[NH:4][N:3]=1.C(=O)([O-])[O-].[K+].[K+].Cl.Cl[CH2:22][C:23]1[S:24][CH:25]=[C:26]([CH3:28])[N:27]=1, predict the reaction product.